From a dataset of Peptide-MHC class I binding affinity with 185,985 pairs from IEDB/IMGT. Regression. Given a peptide amino acid sequence and an MHC pseudo amino acid sequence, predict their binding affinity value. This is MHC class I binding data. The peptide sequence is GLCTLVAML. The MHC is HLA-B44:02 with pseudo-sequence HLA-B44:02. The binding affinity (normalized) is 0.